This data is from Catalyst prediction with 721,799 reactions and 888 catalyst types from USPTO. The task is: Predict which catalyst facilitates the given reaction. (1) Reactant: [C:1]([NH:8][C:9]1[CH:13]=[C:12]([C:14]([CH3:17])([CH3:16])[CH3:15])[S:11][C:10]=1[C:18]([OH:20])=[O:19])([O:3][C:4]([CH3:7])([CH3:6])[CH3:5])=[O:2].[CH2:21](O)[CH:22]=[CH2:23].CCN=C=NCCCN(C)C.Cl. Product: [C:1]([NH:8][C:9]1[CH:13]=[C:12]([C:14]([CH3:17])([CH3:16])[CH3:15])[S:11][C:10]=1[C:18]([O:20][CH2:23][CH:22]=[CH2:21])=[O:19])([O:3][C:4]([CH3:7])([CH3:6])[CH3:5])=[O:2]. The catalyst class is: 79. (2) Reactant: [OH:1][C:2]1[CH:7]=[CH:6][C:5]([C:8]2[CH:9]=[C:10]([C:17]([OH:19])=O)[C:11]3[CH:16]=[N:15][NH:14][C:12]=3[N:13]=2)=[CH:4][CH:3]=1.[NH2:20][CH:21]1[CH2:26][CH2:25][N:24](C(OC(C)(C)C)=O)[CH2:23][CH2:22]1.Cl.O. Product: [NH:24]1[CH2:25][CH2:26][CH:21]([NH:20][C:17]([C:10]2[C:11]3[CH:16]=[N:15][NH:14][C:12]=3[N:13]=[C:8]([C:5]3[CH:4]=[CH:3][C:2]([OH:1])=[CH:7][CH:6]=3)[CH:9]=2)=[O:19])[CH2:22][CH2:23]1. The catalyst class is: 32. (3) Reactant: Cl[C:2]1[CH:15]=[C:14]2[C:5]([O:6][CH2:7][CH2:8][N:9]3[C:13]2=[N:12][C:11]([C:16]2[N:20]([CH:21]([CH3:23])[CH3:22])[N:19]=[C:18]([CH3:24])[N:17]=2)=[CH:10]3)=[CH:4][N:3]=1.C([Sn](CCCC)(CCCC)[C:30]([O:32][CH2:33][CH3:34])=[CH2:31])CCC.[Li+].[Cl-].[F-].[K+]. Product: [CH2:33]([O:32][C:30]([C:2]1[CH:15]=[C:14]2[C:5]([O:6][CH2:7][CH2:8][N:9]3[C:13]2=[N:12][C:11]([C:16]2[N:20]([CH:21]([CH3:23])[CH3:22])[N:19]=[C:18]([CH3:24])[N:17]=2)=[CH:10]3)=[CH:4][N:3]=1)=[CH2:31])[CH3:34]. The catalyst class is: 176. (4) Reactant: [CH3:1][C:2]1[C:20]([CH3:21])=[CH:19][CH:18]=[CH:17][C:3]=1[O:4][C:5]([CH3:16])([CH3:15])[CH:6]([C:8]1[CH:13]=[CH:12][C:11]([CH3:14])=[CH:10][CH:9]=1)O.FC(F)(F)S([O-])(=O)=O.C(=O)([O-])O.[Na+]. Product: [CH3:15][C:5]1([CH3:16])[CH:6]([C:8]2[CH:13]=[CH:12][C:11]([CH3:14])=[CH:10][CH:9]=2)[C:17]2[CH:18]=[CH:19][C:20]([CH3:21])=[C:2]([CH3:1])[C:3]=2[O:4]1. The catalyst class is: 11. (5) Reactant: C([C:3]1([C:33]([O-:35])=O)[C:8]2[C:9]3[CH:15]=[C:14]([S:16]([C:19]4[CH:24]=[CH:23][CH:22]=[CH:21][CH:20]=4)(=[O:18])=[O:17])[CH:13]=[C:12]([Cl:25])[C:10]=3[O:11][C:7]=2[CH2:6][CH2:5][N:4]1C(OC(C)(C)C)=O)C.Cl.[C:37](=[O:40])(O)[O-].[Na+].Cl[CH2:43]Cl. Product: [Cl:25][C:12]1[C:10]2[O:11][C:7]3[CH2:6][CH2:5][NH:4][CH:3]([C:33]([O:40][CH2:37][CH3:43])=[O:35])[C:8]=3[C:9]=2[CH:15]=[C:14]([S:16]([C:19]2[CH:24]=[CH:23][CH:22]=[CH:21][CH:20]=2)(=[O:18])=[O:17])[CH:13]=1. The catalyst class is: 12. (6) Reactant: [Br:1][C:2]1[CH:11]=[CH:10][C:5]([C:6]([O:8][CH3:9])=[O:7])=[CH:4][C:3]=1[OH:12].[C:13](=O)([O-])[O-].[K+].[K+].S(OC)(OC)(=O)=O.O. Product: [Br:1][C:2]1[CH:11]=[CH:10][C:5]([C:6]([O:8][CH3:9])=[O:7])=[CH:4][C:3]=1[O:12][CH3:13]. The catalyst class is: 21.